From a dataset of Full USPTO retrosynthesis dataset with 1.9M reactions from patents (1976-2016). Predict the reactants needed to synthesize the given product. Given the product [C:15]([O:14][C:12](=[O:13])[NH:19][C@H:20]([CH2:21][CH:22]([CH3:23])[CH3:24])[C:25]([NH:1][C:2]1[CH:10]=[CH:9][C:8]([Br:11])=[CH:7][C:3]=1[C:4](=[O:5])[NH2:6])=[O:26])([CH3:18])([CH3:17])[CH3:16], predict the reactants needed to synthesize it. The reactants are: [NH2:1][C:2]1[CH:10]=[CH:9][C:8]([Br:11])=[CH:7][C:3]=1[C:4]([NH2:6])=[O:5].[C:12]([NH:19][C@@H:20]([C:25](O)=[O:26])[CH2:21][CH:22]([CH3:24])[CH3:23])([O:14][C:15]([CH3:18])([CH3:17])[CH3:16])=[O:13].CN(C(ON1N=NC2C=CC=NC1=2)=[N+](C)C)C.F[P-](F)(F)(F)(F)F.O.